Dataset: Catalyst prediction with 721,799 reactions and 888 catalyst types from USPTO. Task: Predict which catalyst facilitates the given reaction. (1) Reactant: [Cl:1][C:2]1[C:7]2[CH2:8][O:9][C@:10]3([CH3:15])[C@H:14]([C:6]=2[C:5]([CH:16]=[CH2:17])=[CH:4][CH:3]=1)[CH2:13][NH:12][CH2:11]3.Cl. Product: [ClH:1].[Cl:1][C:2]1[C:7]2[CH2:8][O:9][C@:10]3([CH3:15])[C@H:14]([C:6]=2[C:5]([CH2:16][CH3:17])=[CH:4][CH:3]=1)[CH2:13][NH:12][CH2:11]3. The catalyst class is: 63. (2) The catalyst class is: 26. Reactant: O=[C:2]1[CH2:7][CH2:6][N:5]([C:8]([O:10][C:11]([CH3:14])([CH3:13])[CH3:12])=[O:9])[CH2:4][CH2:3]1.Cl.Cl.[F:17][CH2:18][CH2:19][N:20]1[CH2:25][CH2:24][NH:23][CH2:22][CH2:21]1.CC(O)=O.C(O[BH-](OC(=O)C)OC(=O)C)(=O)C.[Na+].C([O-])(O)=O.[Na+]. Product: [F:17][CH2:18][CH2:19][N:20]1[CH2:25][CH2:24][N:23]([CH:2]2[CH2:7][CH2:6][N:5]([C:8]([O:10][C:11]([CH3:14])([CH3:13])[CH3:12])=[O:9])[CH2:4][CH2:3]2)[CH2:22][CH2:21]1.